From a dataset of Catalyst prediction with 721,799 reactions and 888 catalyst types from USPTO. Predict which catalyst facilitates the given reaction. (1) Reactant: [F:1][C:2]([F:13])([CH3:12])[CH2:3][C@H:4]([N:9]=[C:10]=[O:11])[C:5]([O:7]C)=[O:6].C(=O)([O-])O.[Na+].[CH2:19]1[C:24]2([CH2:29][CH2:28][CH2:27][CH2:26][CH2:25]2)[CH2:23][CH2:22][NH:21][CH2:20]1.[Li+].[OH-].Cl. Product: [CH2:19]1[C:24]2([CH2:29][CH2:28][CH2:27][CH2:26][CH2:25]2)[CH2:23][CH2:22][N:21]([C:10]([NH:9][C@@H:4]([CH2:3][C:2]([F:13])([F:1])[CH3:12])[C:5]([OH:7])=[O:6])=[O:11])[CH2:20]1. The catalyst class is: 56. (2) Reactant: [N:1]1[CH:6]=[CH:5][C:4]([O:7][C@@H:8]2[CH2:13][CH2:12][C@H:11]([CH:14]([CH2:18][CH3:19])C(O)=O)[CH2:10][CH2:9]2)=[CH:3][CH:2]=1.P([N:36]=[N+]=[N-])(=O)(OC1C=CC=CC=1)OC1C=CC=CC=1.O.[Li+].[OH-].Cl. Product: [N:1]1[CH:6]=[CH:5][C:4]([O:7][C@@H:8]2[CH2:13][CH2:12][C@H:11]([CH:14]([NH2:36])[CH2:18][CH3:19])[CH2:10][CH2:9]2)=[CH:3][CH:2]=1. The catalyst class is: 11.